Dataset: Forward reaction prediction with 1.9M reactions from USPTO patents (1976-2016). Task: Predict the product of the given reaction. (1) Given the reactants [NH2:1][C:2]1[N:7]=[C:6]([C:8]2[CH:9]=[N:10][C:11]([C:14]([F:17])([F:16])[F:15])=[CH:12][CH:13]=2)[N:5]=[C:4]([C:18]([O:20]C)=[O:19])[C:3]=1[O:22][CH3:23].[Li+].[OH-], predict the reaction product. The product is: [NH2:1][C:2]1[N:7]=[C:6]([C:8]2[CH:9]=[N:10][C:11]([C:14]([F:17])([F:16])[F:15])=[CH:12][CH:13]=2)[N:5]=[C:4]([C:18]([OH:20])=[O:19])[C:3]=1[O:22][CH3:23]. (2) Given the reactants C(P(C(C)(C)C)C1C=CC=CC=1C1C(C(C)C)=CC(C(C)C)=CC=1C(C)C)(C)(C)C.Cl[C:32]1[CH:37]=[CH:36][C:35]([CH:38]2[CH2:42][C:41](=[O:43])[C:40]([CH3:45])([CH3:44])[CH2:39]2)=[C:34]([F:46])[CH:33]=1.[CH3:47][N:48]1CCCC1=O, predict the reaction product. The product is: [CH3:44][C:40]1([CH3:45])[C:41](=[O:43])[CH2:42][CH:38]([C:35]2[CH:36]=[CH:37][C:32]([C:47]#[N:48])=[CH:33][C:34]=2[F:46])[CH2:39]1. (3) Given the reactants [Cl-].[CH3:2][C:3]1[N:8]2[N:9]=[C:10]([CH2:12][P+](C3C=CC=CC=3)(C3C=CC=CC=3)C3C=CC=CC=3)[N:11]=[C:7]2[C:6]([CH3:32])=[N:5][CH:4]=1.[CH:33]1([N:36]([CH3:45])[C:37]2[N:41]=[C:40]([CH:42]=O)[N:39]([CH3:44])[N:38]=2)[CH2:35][CH2:34]1, predict the reaction product. The product is: [CH:33]1([N:36]([C:37]2[N:41]=[C:40]([CH:42]=[CH:12][C:10]3[N:11]=[C:7]4[C:6]([CH3:32])=[N:5][CH:4]=[C:3]([CH3:2])[N:8]4[N:9]=3)[N:39]([CH3:44])[N:38]=2)[CH3:45])[CH2:34][CH2:35]1. (4) Given the reactants [CH3:1][C:2]1([CH3:31])[CH2:11][C:10]2[C:5](=[CH:6][CH:7]=[C:8]([C:12]([O:14]C)=[O:13])[CH:9]=2)[NH:4][CH:3]1[C:16]1[CH:21]=[CH:20][CH:19]=[C:18]([C:22](=[O:30])[NH:23][CH:24]2[CH2:28][CH2:27][N:26]([CH3:29])[CH2:25]2)[CH:17]=1.[OH-].[Na+], predict the reaction product. The product is: [CH3:1][C:2]1([CH3:31])[CH2:11][C:10]2[C:5](=[CH:6][CH:7]=[C:8]([C:12]([OH:14])=[O:13])[CH:9]=2)[NH:4][CH:3]1[C:16]1[CH:21]=[CH:20][CH:19]=[C:18]([C:22](=[O:30])[NH:23][CH:24]2[CH2:28][CH2:27][N:26]([CH3:29])[CH2:25]2)[CH:17]=1. (5) Given the reactants [NH2:1][C:2]1[N:6]([CH2:7][CH2:8][CH2:9][N:10]([CH2:13][CH3:14])[CH2:11][CH3:12])[C:5]([SH:15])=[N:4][C:3]=1[C:16]([NH2:18])=[O:17].C(N(CC)CCCN=C=S)C.[Br:30][C:31]1[CH:36]=[C:35]2[O:37][CH2:38][O:39][C:34]2=[CH:33][C:32]=1Br, predict the reaction product. The product is: [NH2:1][C:2]1[N:6]([CH2:7][CH2:8][CH2:9][N:10]([CH2:13][CH3:14])[CH2:11][CH3:12])[C:5]([S:15][C:32]2[C:31]([Br:30])=[CH:36][C:35]3[O:37][CH2:38][O:39][C:34]=3[CH:33]=2)=[N:4][C:3]=1[C:16]([NH2:18])=[O:17]. (6) Given the reactants [CH3:1][O:2][CH2:3][CH2:4][O:5][C:6]1[CH:17]=[CH:16][C:9]2[N:10]=[C:11](N)[N:12]=[N+:13]([O-:14])[C:8]=2[CH:7]=1.N([O-])=[O:19].[Na+], predict the reaction product. The product is: [OH:19][C:11]1[N:12]=[N+:13]([O-:14])[C:8]2[CH:7]=[C:6]([O:5][CH2:4][CH2:3][O:2][CH3:1])[CH:17]=[CH:16][C:9]=2[N:10]=1. (7) Given the reactants C(NC(C)C)(C)C.C([Li])CCC.[CH2:13]([N:19]1[C:27]2[C:22](=[CH:23][CH:24]=[CH:25][CH:26]=2)[CH:21]([C:28]2[C:36]([OH:37])=[CH:35][C:31]3[O:32][CH2:33][O:34][C:30]=3[CH:29]=2)[C:20]1=[O:38])[CH2:14][CH2:15][CH2:16][CH2:17][CH3:18].Br[CH2:40][C:41]([O:43][CH2:44][CH3:45])=[O:42], predict the reaction product. The product is: [CH2:44]([O:43][C:41](=[O:42])[CH2:40][C:21]1([C:28]2[C:36]([OH:37])=[CH:35][C:31]3[O:32][CH2:33][O:34][C:30]=3[CH:29]=2)[C:22]2[C:27](=[CH:26][CH:25]=[CH:24][CH:23]=2)[N:19]([CH2:13][CH2:14][CH2:15][CH2:16][CH2:17][CH3:18])[C:20]1=[O:38])[CH3:45].